From a dataset of HIV replication inhibition screening data with 41,000+ compounds from the AIDS Antiviral Screen. Binary Classification. Given a drug SMILES string, predict its activity (active/inactive) in a high-throughput screening assay against a specified biological target. (1) The molecule is CN(C)c1ccc(C(=CC=C2C(=O)NC(=O)NC2=O)c2ccc(N(C)C)cc2)cc1. The result is 0 (inactive). (2) The drug is Cc1ccc(N2C3=C(CC4=C2CC(C)(C)CC4=O)C(=O)CC(C)(C)C3)cc1. The result is 0 (inactive). (3) The result is 0 (inactive). The molecule is Clc1ccc(C(Cc2cccc(Cl)c2)c2c(Cl)nc(N3CCNCC3)nc2Cl)cc1. (4) The drug is O=C(NN(C(=O)c1ccc([N+](=O)[O-])cc1)c1ccccc1)c1ccc([N+](=O)[O-])cc1. The result is 0 (inactive). (5) The compound is Cc1ccc2nc(CN3CCCCC3)cc(=O)n2c1. The result is 0 (inactive). (6) The molecule is CCOC(=O)NC(C)(C)CN(CCO)C(=O)OCC. The result is 0 (inactive).